This data is from Forward reaction prediction with 1.9M reactions from USPTO patents (1976-2016). The task is: Predict the product of the given reaction. (1) Given the reactants [CH2:1]([Mg]I)[CH3:2].[Br:5][C:6]1[CH:15]=[CH:14][C:9]([C:10]([O:12]C)=O)=[C:8]([F:16])[CH:7]=1.[NH4+].[Cl-], predict the reaction product. The product is: [Br:5][C:6]1[CH:15]=[CH:14][C:9]([C:10]2([OH:12])[CH2:2][CH2:1]2)=[C:8]([F:16])[CH:7]=1. (2) Given the reactants C[O:2][C:3](=[O:27])[CH2:4][CH2:5][C:6]1[CH:10]=[C:9]([CH3:11])[N:8]([CH2:12][C:13]2[CH:18]=[C:17](Br)[CH:16]=[CH:15][C:14]=2[O:20][CH2:21][CH:22]([CH2:25][CH3:26])[CH2:23][CH3:24])[N:7]=1.[Zn](C)[CH3:29], predict the reaction product. The product is: [CH2:23]([CH:22]([CH2:25][CH3:26])[CH2:21][O:20][C:14]1[CH:15]=[CH:16][C:17]([CH3:29])=[CH:18][C:13]=1[CH2:12][N:8]1[C:9]([CH3:11])=[CH:10][C:6]([CH2:5][CH2:4][C:3]([OH:2])=[O:27])=[N:7]1)[CH3:24]. (3) The product is: [CH3:13][O:12][C:8]1[CH:7]=[C:6]2[C:11](=[CH:10][CH:9]=1)[CH:2]=[N:3][C:4]([CH2:20][NH2:21])=[C:5]2[C:14]1[CH:19]=[CH:18][CH:17]=[CH:16][CH:15]=1. Given the reactants Cl[C:2]1[C:11]2[C:6](=[CH:7][C:8]([O:12][CH3:13])=[CH:9][CH:10]=2)[C:5]([C:14]2[CH:19]=[CH:18][CH:17]=[CH:16][CH:15]=2)=[C:4]([C:20]#[N:21])[N:3]=1, predict the reaction product. (4) Given the reactants I[C:2]1[CH:3]=[C:4]([CH:19]=[CH:20][C:21]=1[CH3:22])[C:5]([NH:7][C:8]1[CH:13]=[CH:12][C:11]([O:14][C:15]([F:18])([F:17])[F:16])=[CH:10][CH:9]=1)=[O:6].[N:23]1[CH:28]=[CH:27][CH:26]=[C:25](B(O)O)[CH:24]=1, predict the reaction product. The product is: [CH3:22][C:21]1[CH:20]=[CH:19][C:4]([C:5]([NH:7][C:8]2[CH:13]=[CH:12][C:11]([O:14][C:15]([F:18])([F:17])[F:16])=[CH:10][CH:9]=2)=[O:6])=[CH:3][C:2]=1[C:25]1[CH:24]=[N:23][CH:28]=[CH:27][CH:26]=1. (5) Given the reactants [CH2:1]([C:4]1[NH:5][C:6]2[C:11]([CH:12]=1)=[C:10]([C:13]([F:16])([F:15])[F:14])[C:9]([C:17]#[N:18])=[CH:8][CH:7]=2)[CH2:2][CH3:3].C([O-])([O-])=O.[Cs+].[Cs+].Br[CH2:26][C:27]1[N:28]=[CH:29][S:30][CH:31]=1, predict the reaction product. The product is: [CH2:1]([C:4]1[N:5]([CH2:26][C:27]2[N:28]=[CH:29][S:30][CH:31]=2)[C:6]2[C:11]([CH:12]=1)=[C:10]([C:13]([F:15])([F:16])[F:14])[C:9]([C:17]#[N:18])=[CH:8][CH:7]=2)[CH2:2][CH3:3]. (6) Given the reactants [Cl:1][C:2]1[CH:3]=[N:4][N:5]([CH2:7]O)[CH:6]=1.S(Cl)([Cl:11])=O, predict the reaction product. The product is: [ClH:1].[Cl:1][C:2]1[CH:3]=[N:4][N:5]([CH2:7][Cl:11])[CH:6]=1. (7) Given the reactants C([N:8]1[CH2:14][CH:13]2[CH:15]([N:16]([CH3:18])[CH3:17])[CH:10]([CH2:11][CH2:12]2)[CH2:9]1)C1C=CC=CC=1.N#N, predict the reaction product. The product is: [CH3:17][N:16]([CH3:18])[CH:15]1[CH:13]2[CH2:12][CH2:11][CH:10]1[CH2:9][NH:8][CH2:14]2. (8) Given the reactants C([NH:5][S:6]([C:9]1[S:10][C:11]([C:14]2[N:15]=[CH:16][N:17]([C:19]3[N:24]=[C:23]([C:25]4[CH:30]=[CH:29][C:28]([Cl:31])=[C:27]([Cl:32])[CH:26]=4)[CH:22]=[C:21]([C:33]([F:36])([F:35])[F:34])[N:20]=3)[CH:18]=2)=[CH:12][CH:13]=1)(=[O:8])=[O:7])(C)(C)C.C(O)(C(F)(F)F)=O, predict the reaction product. The product is: [Cl:32][C:27]1[CH:26]=[C:25]([C:23]2[CH:22]=[C:21]([C:33]([F:35])([F:34])[F:36])[N:20]=[C:19]([N:17]3[CH:18]=[C:14]([C:11]4[S:10][C:9]([S:6]([NH2:5])(=[O:8])=[O:7])=[CH:13][CH:12]=4)[N:15]=[CH:16]3)[N:24]=2)[CH:30]=[CH:29][C:28]=1[Cl:31].